Dataset: Catalyst prediction with 721,799 reactions and 888 catalyst types from USPTO. Task: Predict which catalyst facilitates the given reaction. (1) Reactant: [NH2:1][C:2]1[CH:9]=[CH:8][C:5]([C:6]#[N:7])=[CH:4][CH:3]=1.[NH4+].[Cl-].[N-:12]=[N+:13]=[N-:14].[Na+]. Product: [NH:12]1[C:6]([C:5]2[CH:8]=[CH:9][C:2]([NH2:1])=[CH:3][CH:4]=2)=[N:7][N:14]=[N:13]1. The catalyst class is: 3. (2) Reactant: C(N(C(C)C)CC)(C)C.[Cl:10][C:11]1[CH:15]=[N:14][N:13]([CH3:16])[C:12]=1[C:17]([OH:19])=O.CN(C(ON1N=NC2C=CC=CC1=2)=[N+](C)C)C.[B-](F)(F)(F)F.[C:42]1([C:48]2[N:49]=[C:50]3[CH:55]=[C:54]([NH2:56])[N:53]=[CH:52][N:51]3[CH:57]=2)[CH:47]=[CH:46][CH:45]=[CH:44][CH:43]=1. Product: [C:42]1([C:48]2[N:49]=[C:50]3[CH:55]=[C:54]([NH:56][C:17]([C:12]4[N:13]([CH3:16])[N:14]=[CH:15][C:11]=4[Cl:10])=[O:19])[N:53]=[CH:52][N:51]3[CH:57]=2)[CH:43]=[CH:44][CH:45]=[CH:46][CH:47]=1. The catalyst class is: 3. (3) Reactant: [Cl:1][C:2]1(Cl)[C:14](=[O:15])[C:13]2[C:12]3[C:7]4=[C:8]([O:16][CH2:17][CH:18]([C:19]5[CH:24]=[CH:23][CH:22]=[CH:21][CH:20]=5)[N:6]4[C:5]=2[CH2:4][CH2:3]1)[CH:9]=[CH:10][CH:11]=3.C(=O)([O-])[O-].[Li+].[Li+].[Cl-].[Li+]. Product: [Cl:1][C:2]1[C:14]([OH:15])=[C:13]2[C:5]([N:6]3[CH:18]([C:19]4[CH:20]=[CH:21][CH:22]=[CH:23][CH:24]=4)[CH2:17][O:16][C:8]4[CH:9]=[CH:10][CH:11]=[C:12]2[C:7]3=4)=[CH:4][CH:3]=1. The catalyst class is: 3. (4) Reactant: [N:1]1([CH2:7][C:8]2[CH:9]=[C:10]([CH:15]=[CH:16][CH:17]=2)[C:11]([O:13][CH3:14])=[O:12])[CH2:6][CH2:5][NH:4][CH2:3][CH2:2]1.[N+:18]([C:21]1[CH:29]=[CH:28][C:24]([C:25](O)=[O:26])=[CH:23][CH:22]=1)([O-:20])=[O:19].Cl.CN(C)CCCN=C=NCC.C(N(CC)CC)C. Product: [N+:18]([C:21]1[CH:22]=[CH:23][C:24]([C:25]([N:4]2[CH2:5][CH2:6][N:1]([CH2:7][C:8]3[CH:9]=[C:10]([CH:15]=[CH:16][CH:17]=3)[C:11]([O:13][CH3:14])=[O:12])[CH2:2][CH2:3]2)=[O:26])=[CH:28][CH:29]=1)([O-:20])=[O:19]. The catalyst class is: 10. (5) Reactant: [CH2:1]([NH:8][C:9]1[CH:18]=[C:17]2[C:12]([N:13]=[C:14](Cl)[C:15]3[N:16]2[CH:19]=[CH:20][N:21]=3)=[CH:11][C:10]=1[C:23]([F:26])([F:25])[F:24])[C:2]1[CH:7]=[CH:6][CH:5]=[CH:4][CH:3]=1.[CH2:27]([CH2:30][OH:31])[CH2:28][NH2:29].C(N(C(C)C)CC)(C)C. Product: [CH2:1]([NH:8][C:9]1[CH:18]=[C:17]2[C:12]([N:13]=[C:14]([NH:29][CH2:28][CH2:27][CH2:30][OH:31])[C:15]3[N:16]2[CH:19]=[CH:20][N:21]=3)=[CH:11][C:10]=1[C:23]([F:26])([F:25])[F:24])[C:2]1[CH:7]=[CH:6][CH:5]=[CH:4][CH:3]=1. The catalyst class is: 12.